Dataset: Full USPTO retrosynthesis dataset with 1.9M reactions from patents (1976-2016). Task: Predict the reactants needed to synthesize the given product. (1) Given the product [Cl:13][C:8]1[CH:9]=[CH:10][C:11]2[O:12][C:2]([F:15])([F:14])[C:3](=[O:4])[NH:5][C:6]=2[N:7]=1, predict the reactants needed to synthesize it. The reactants are: Cl[C:2]([F:15])([F:14])[C:3]([NH:5][C:6]1[C:11]([OH:12])=[CH:10][CH:9]=[C:8]([Cl:13])[N:7]=1)=[O:4].C(O)(CC)(C)C.CC(C)([O-])C.[K+].C(O)(C)(C)C. (2) Given the product [F:4][C:2]([C:5]1[O:9][C:8]([CH2:10][N:11]2[CH:15]=[CH:14][C:13]([NH:16][C:25](=[O:26])/[CH:24]=[CH:23]/[C:19]3[CH:18]=[C:17]([CH3:28])[CH:22]=[CH:21][CH:20]=3)=[N:12]2)=[CH:7][CH:6]=1)([F:1])[CH3:3], predict the reactants needed to synthesize it. The reactants are: [F:1][C:2]([C:5]1[O:9][C:8]([CH2:10][N:11]2[CH:15]=[CH:14][C:13]([NH2:16])=[N:12]2)=[CH:7][CH:6]=1)([F:4])[CH3:3].[C:17]1([CH3:28])[CH:22]=[CH:21][CH:20]=[C:19](/[CH:23]=[CH:24]/[C:25](O)=[O:26])[CH:18]=1.